This data is from Catalyst prediction with 721,799 reactions and 888 catalyst types from USPTO. The task is: Predict which catalyst facilitates the given reaction. Reactant: O[CH:2]1[C:11]2[C:6](=[CH:7][C:8]([C:12]#[N:13])=[CH:9][CH:10]=2)[CH2:5][S:4][CH2:3]1.[N:14]1[CH:18]=[C:17]([C:19]([N:21]2[CH2:25][CH2:24][CH2:23][CH2:22]2)=[O:20])[NH:16][CH:15]=1.C1(P(C2C=CC=CC=2)C2C=CC=CC=2)C=CC=CC=1.N(C(OC(C)C)=O)=NC(OC(C)C)=O. Product: [N:21]1([C:19]([C:17]2[N:16]([CH:2]3[C:11]4[C:6](=[CH:7][C:8]([C:12]#[N:13])=[CH:9][CH:10]=4)[CH2:5][S:4][CH2:3]3)[CH:15]=[N:14][CH:18]=2)=[O:20])[CH2:25][CH2:24][CH2:23][CH2:22]1. The catalyst class is: 1.